From a dataset of Catalyst prediction with 721,799 reactions and 888 catalyst types from USPTO. Predict which catalyst facilitates the given reaction. (1) Reactant: [Cl:1][C:2]1[CH:8]=[C:7]([O:9][C:10]2[C:19]3[C:14](=[CH:15][C:16]([O:22][CH3:23])=[C:17]([O:20][CH3:21])[CH:18]=3)[N:13]=[CH:12][N:11]=2)[CH:6]=[CH:5][C:3]=1[NH2:4].ClC(Cl)(O[C:28](=[O:34])OC(Cl)(Cl)Cl)Cl.Cl.[CH2:37]([NH2:40])[C:38]#[CH:39]. Product: [Cl:1][C:2]1[CH:8]=[C:7]([O:9][C:10]2[C:19]3[C:14](=[CH:15][C:16]([O:22][CH3:23])=[C:17]([O:20][CH3:21])[CH:18]=3)[N:13]=[CH:12][N:11]=2)[CH:6]=[CH:5][C:3]=1[NH:4][C:28]([NH:40][CH2:37][C:38]#[CH:39])=[O:34]. The catalyst class is: 542. (2) Reactant: C(N(CC)C(C)C)(C)C.[CH3:10][O:11][C:12]1[CH:19]=[C:18]([O:20][CH3:21])[CH:17]=[CH:16][C:13]=1[CH2:14][NH2:15].[Cl:22][C:23]1[CH:28]=[C:27](Cl)[N:26]=[CH:25][N:24]=1. Product: [Cl:22][C:23]1[N:24]=[CH:25][N:26]=[C:27]([NH:15][CH2:14][C:13]2[CH:16]=[CH:17][C:18]([O:20][CH3:21])=[CH:19][C:12]=2[O:11][CH3:10])[CH:28]=1. The catalyst class is: 51. (3) Reactant: [BH4-].[Na+].[CH3:3][C:4]1[CH:9]=[CH:8][C:7]([N+:10]([O-:12])=[O:11])=[CH:6][C:5]=1[C:13](=[O:20])[CH2:14][C:15]([O:17][CH2:18][CH3:19])=[O:16].Cl. Product: [CH3:3][C:4]1[CH:9]=[CH:8][C:7]([N+:10]([O-:12])=[O:11])=[CH:6][C:5]=1[CH:13]([OH:20])[CH2:14][C:15]([O:17][CH2:18][CH3:19])=[O:16]. The catalyst class is: 162.